Dataset: Reaction yield outcomes from USPTO patents with 853,638 reactions. Task: Predict the reaction yield, written as a fraction of the theoretical maximum amount of product (1.0 means a 100% yield; for example, 0.34 means a 34% yield). (1) The reactants are C(N(C(C)C)CC)(C)C.[C:10]([O:14][C:15](=[O:23])[NH:16][CH:17]1[CH2:22][CH2:21][NH:20][CH2:19][CH2:18]1)([CH3:13])([CH3:12])[CH3:11].[CH3:24][O:25][C:26]([C:28]1[O:29][C:30]([S:33](Cl)(=[O:35])=[O:34])=[CH:31][CH:32]=1)=[O:27]. The catalyst is C(Cl)Cl. The product is [CH3:24][O:25][C:26]([C:28]1[O:29][C:30]([S:33]([N:20]2[CH2:21][CH2:22][CH:17]([NH:16][C:15]([O:14][C:10]([CH3:13])([CH3:11])[CH3:12])=[O:23])[CH2:18][CH2:19]2)(=[O:35])=[O:34])=[CH:31][CH:32]=1)=[O:27]. The yield is 0.880. (2) No catalyst specified. The reactants are CC1N=C(N2C(=O)N(CC3C=CC(C(F)(F)F)=CC=3)N=C2)SC=1C(O)=O.[F:27][C:28]1[CH:49]=[CH:48][C:31]([CH2:32][N:33]2[C:37](=[O:38])[N:36]([C:39]3[S:40][C:41]([C:45](O)=[O:46])=[C:42]([CH3:44])[N:43]=3)[CH:35]=[N:34]2)=[CH:30][CH:29]=1.Cl.[S:51]1[CH:55]=[CH:54][N:53]=[C:52]1[CH2:56][NH2:57]. The yield is 0.660. The product is [F:27][C:28]1[CH:49]=[CH:48][C:31]([CH2:32][N:33]2[C:37](=[O:38])[N:36]([C:39]3[S:40][C:41]([C:45]([NH:57][CH2:56][C:52]4[S:51][CH:55]=[CH:54][N:53]=4)=[O:46])=[C:42]([CH3:44])[N:43]=3)[CH:35]=[N:34]2)=[CH:30][CH:29]=1. (3) The reactants are [NH4+].[N:2]#[C:3][S-:4].[N+:5]([C:8]1[CH:14]=[CH:13][C:11]([NH2:12])=[CH:10][CH:9]=1)([O-:7])=[O:6]. The catalyst is Cl.O. The product is [N+:5]([C:8]1[CH:14]=[CH:13][C:11]([NH:12][C:3]([NH2:2])=[S:4])=[CH:10][CH:9]=1)([O-:7])=[O:6]. The yield is 0.300. (4) The reactants are Cl.[NH:2]1[CH2:5][CH:4]([O:6][C:7]2[C:12]([C:13]3[CH2:14][CH2:15][O:16][CH2:17][CH:18]=3)=[CH:11][CH:10]=[CH:9][N:8]=2)[CH2:3]1. The catalyst is CO.[Pd]. The product is [NH:2]1[CH2:3][CH:4]([O:6][C:7]2[C:12]([CH:13]3[CH2:14][CH2:15][O:16][CH2:17][CH2:18]3)=[CH:11][CH:10]=[CH:9][N:8]=2)[CH2:5]1. The yield is 0.910. (5) The reactants are [CH3:1][C:2]1([CH3:18])[O:6][C@@H:5]([C@@H:7]([C@@H:9]2[C@H:13]([CH2:14][OH:15])[O:12][C:11]([CH3:17])([CH3:16])[O:10]2)[OH:8])[CH2:4][O:3]1.[CH3:19][S:20](Cl)(=[O:22])=[O:21].C(=O)(O)[O-].[Na+].C(OCC)(=O)C. The catalyst is ClCCl.N1C=CC=CC=1. The product is [CH3:1][C:2]1([CH3:18])[O:6][C@@H:5]([C@H:7]([O:8][S:20]([CH3:19])(=[O:22])=[O:21])[C@@H:9]2[C@H:13]([CH2:14][O:15][S:20]([CH3:19])(=[O:22])=[O:21])[O:12][C:11]([CH3:17])([CH3:16])[O:10]2)[CH2:4][O:3]1. The yield is 0.980. (6) The product is [CH2:7]([O:14][C:15]([NH:17][C@@H:18]([CH2:19][C:20]1[CH:21]=[CH:22][CH:23]=[CH:24][CH:25]=1)[C@H:26]([OH:28])[CH2:2][Cl:1])=[O:16])[C:8]1[CH:9]=[CH:10][CH:11]=[CH:12][CH:13]=1. The catalyst is CO.O1CCCC1. The reactants are [Cl:1][CH2:2]C(CCl)=O.[CH2:7]([O:14][C:15]([NH:17][C@H:18]([C:26]([OH:28])=O)[CH2:19][C:20]1[CH:25]=[CH:24][CH:23]=[CH:22][CH:21]=1)=[O:16])[C:8]1[CH:13]=[CH:12][CH:11]=[CH:10][CH:9]=1.[BH4-].[Na+]. The yield is 0.430.